This data is from Full USPTO retrosynthesis dataset with 1.9M reactions from patents (1976-2016). The task is: Predict the reactants needed to synthesize the given product. (1) Given the product [NH2:20][C:16]1[N:15]=[C:14]2[N:13]([CH3:21])[N:12]=[C:11]([C:4]3[CH:5]=[CH:6][C:7]([OH:9])=[CH:8][C:3]=3[OH:2])[C:19]2=[CH:18][N:17]=1, predict the reactants needed to synthesize it. The reactants are: C[O:2][C:3]1[CH:8]=[C:7]([O:9]C)[CH:6]=[CH:5][C:4]=1[C:11]1[C:19]2[C:14](=[N:15][C:16]([NH2:20])=[N:17][CH:18]=2)[N:13]([CH3:21])[N:12]=1. (2) Given the product [CH2:1]([O:3][C:4](=[O:18])[CH2:5][C@@H:6]([N:10]1[C:11]2[CH:16]=[CH:15][CH:14]=[CH:13][C:12]=2[NH:17][C:19]1=[O:20])[CH2:7][CH2:8][CH3:9])[CH3:2], predict the reactants needed to synthesize it. The reactants are: [CH2:1]([O:3][C:4](=[O:18])[CH2:5][C@@H:6]([NH:10][C:11]1[CH:16]=[CH:15][CH:14]=[CH:13][C:12]=1[NH2:17])[CH2:7][CH2:8][CH3:9])[CH3:2].[C:19](C1NC=CN=1)(C1NC=CN=1)=[O:20]. (3) Given the product [CH2:1]([O:3][C:4](=[O:17])[CH2:5][CH:6]1[O:10][B:9]([OH:11])[C:8]2[CH:12]=[C:13]([O:16][C:25]3[CH:24]=[CH:23][N:22]=[C:21]([Cl:20])[CH:26]=3)[CH:14]=[CH:15][C:7]1=2)[CH3:2], predict the reactants needed to synthesize it. The reactants are: [CH2:1]([O:3][C:4](=[O:17])[CH2:5][CH:6]1[O:10][B:9]([OH:11])[C:8]2[CH:12]=[C:13]([OH:16])[CH:14]=[CH:15][C:7]1=2)[CH3:2].[H-].[Na+].[Cl:20][C:21]1[CH:26]=[C:25]([N+]([O-])=O)[CH:24]=[CH:23][N:22]=1.Cl.